Predict the product of the given reaction. From a dataset of Forward reaction prediction with 1.9M reactions from USPTO patents (1976-2016). Given the reactants [CH2:1]([C:4]1[C:12]2[O:11][N:10]=[C:9]([C:13]([F:16])([F:15])[F:14])[C:8]=2[CH:7]=[CH:6][C:5]=1[O:17][CH2:18][CH2:19][CH2:20][C:21](O)=[O:22])[CH2:2][CH3:3].CCN=C=NCCCN(C)C.Cl.C1C=CC2N(O)N=NC=2C=1.Cl.[NH2:47][CH2:48][C:49]1[CH:58]=[CH:57][C:52]([C:53]([O:55][CH3:56])=[O:54])=[CH:51][CH:50]=1, predict the reaction product. The product is: [C:53]([C:52]1[CH:51]=[CH:50][C:49]([CH2:48][NH:47][C:21](=[O:22])[CH2:20][CH2:19][CH2:18][O:17][C:5]2[CH:6]=[CH:7][C:8]3[C:9]([C:13]([F:15])([F:16])[F:14])=[N:10][O:11][C:12]=3[C:4]=2[CH2:1][CH2:2][CH3:3])=[CH:58][CH:57]=1)([O:55][CH3:56])=[O:54].